The task is: Predict the reaction yield, written as a fraction of the theoretical maximum amount of product (1.0 means a 100% yield; for example, 0.34 means a 34% yield).. This data is from Reaction yield outcomes from USPTO patents with 853,638 reactions. (1) The reactants are [Br:1][C:2]1[CH:3]=[N:4][N:5]2[C:10](Cl)=[CH:9][C:8]([C:12]3[CH:17]=[CH:16][CH:15]=[CH:14][C:13]=3[Cl:18])=[N:7][C:6]=12.[C:19]([O:23][C:24]([N:26]1[CH2:31][CH2:30][CH2:29][CH2:28][CH:27]1[CH2:32][CH2:33][NH2:34])=[O:25])([CH3:22])([CH3:21])[CH3:20].C(N(C(C)C)CC)(C)C. The catalyst is O1CCOCC1. The product is [C:19]([O:23][C:24]([N:26]1[CH2:31][CH2:30][CH2:29][CH2:28][CH:27]1[CH2:32][CH2:33][NH:34][C:10]1[N:5]2[N:4]=[CH:3][C:2]([Br:1])=[C:6]2[N:7]=[C:8]([C:12]2[CH:17]=[CH:16][CH:15]=[CH:14][C:13]=2[Cl:18])[CH:9]=1)=[O:25])([CH3:22])([CH3:21])[CH3:20]. The yield is 0.790. (2) The reactants are [CH2:1]1[C:17]2[C:16]3[NH:15][C:14]4[CH:13]=[CH:12][CH:11]=[CH:10][C:9]=4[C:8]=3[CH:7]=[CH:6][C:5]=2[CH:4]=[CH:3][CH2:2]1.ClC1C(=O)C(C#N)=C(C#N)C(=O)C=1Cl. The catalyst is C1C=CC=CC=1. The product is [CH:1]1[C:17]2[C:16]3[NH:15][C:14]4[CH:13]=[CH:12][CH:11]=[CH:10][C:9]=4[C:8]=3[CH:7]=[CH:6][C:5]=2[CH:4]=[CH:3][CH:2]=1. The yield is 0.900. (3) The reactants are [CH:1]1[CH:6]=[C:5]2[C:7]([N:9]([CH2:12][CH2:13][C:14]([OH:16])=O)[C:10](=[O:11])[C:4]2=[CH:3][CH:2]=1)=[O:8].[Cl:17][C:18]1[CH:19]=[CH:20][C:21](O)=[C:22]([CH:24]=1)[NH2:23]. The catalyst is O. The product is [Cl:17][C:18]1[CH:19]=[CH:20][C:21]2[O:16][C:14]([CH2:13][CH2:12][N:9]3[C:10](=[O:11])[C:4]4[C:5](=[CH:6][CH:1]=[CH:2][CH:3]=4)[C:7]3=[O:8])=[N:23][C:22]=2[CH:24]=1. The yield is 0.760. (4) The reactants are I[C:2]1[CH:3]=[C:4]([N:8]2[C:12]3=[CH:13][N:14]=[CH:15][CH:16]=[C:11]3[C:10]([C:17]([O:19][CH3:20])=[O:18])=[N:9]2)[CH:5]=[CH:6][CH:7]=1.[C:21]([C@:23]1([OH:30])[CH2:27][CH2:26][N:25]([CH3:28])[C:24]1=[O:29])#[CH:22]. No catalyst specified. The product is [OH:30][C@@:23]1([C:21]#[C:22][C:2]2[CH:3]=[C:4]([N:8]3[C:12]4=[CH:13][N:14]=[CH:15][CH:16]=[C:11]4[C:10]([C:17]([O:19][CH3:20])=[O:18])=[N:9]3)[CH:5]=[CH:6][CH:7]=2)[CH2:27][CH2:26][N:25]([CH3:28])[C:24]1=[O:29]. The yield is 0.570. (5) The reactants are Cl.C[O:3][C:4]1[CH:9]=[C:8]([C:10]2[C:18]3[N:17]4[CH:19]=[N:20][N:21]=[C:16]4[CH:15]=[N:14][C:13]=3[NH:12][CH:11]=2)[CH:7]=[CH:6][N:5]=1.[OH-].[Na+].C1C(=O)N(Br)C(=O)C1.S(Cl)(C1C=CC(C)=CC=1)(=O)=O.[H-].[Na+].COC1C=C([Sn](CCCC)(CCCC)CCCC)C=CN=1. The catalyst is CCO.O.C1C=CC([P]([Pd]([P](C2C=CC=CC=2)(C2C=CC=CC=2)C2C=CC=CC=2)([P](C2C=CC=CC=2)(C2C=CC=CC=2)C2C=CC=CC=2)[P](C2C=CC=CC=2)(C2C=CC=CC=2)C2C=CC=CC=2)(C2C=CC=CC=2)C2C=CC=CC=2)=CC=1. The product is [CH:19]1[N:17]2[C:18]3[C:10]([C:8]4[CH:7]=[CH:6][NH:5][C:4](=[O:3])[CH:9]=4)=[CH:11][NH:12][C:13]=3[N:14]=[CH:15][C:16]2=[N:21][N:20]=1. The yield is 0.940. (6) The reactants are Cl[C:2]1[N:3]([CH2:25][CH:26]2[CH2:30][CH2:29][O:28][CH2:27]2)[C:4]2[C:9]([N:10]=1)=[C:8]([N:11]1[CH2:16][CH2:15][O:14][CH2:13][CH2:12]1)[N:7]=[C:6]([C:17]1[CH:18]=[N:19][C:20]([NH:23][CH3:24])=[N:21][CH:22]=1)[N:5]=2.[NH:31]1[CH2:36][CH2:35][O:34][CH2:33][CH2:32]1. The catalyst is CS(C)=O. The product is [N:11]1([C:8]2[N:7]=[C:6]([C:17]3[CH:18]=[N:19][C:20]([NH:23][CH3:24])=[N:21][CH:22]=3)[N:5]=[C:4]3[C:9]=2[N:10]=[C:2]([N:31]2[CH2:36][CH2:35][O:34][CH2:33][CH2:32]2)[N:3]3[CH2:25][CH:26]2[CH2:30][CH2:29][O:28][CH2:27]2)[CH2:16][CH2:15][O:14][CH2:13][CH2:12]1. The yield is 0.500. (7) The reactants are F[C:2]1[N:6]([CH3:7])[N:5]=[C:4]([C:8]([F:14])([F:13])[C:9]([F:12])([F:11])[F:10])[C:3]=1[C:15]([F:18])([F:17])[F:16].[CH2:19]([SH:26])[C:20]1[CH:25]=[CH:24][CH:23]=[CH:22][CH:21]=1.C(N(CC)CC)C. The catalyst is C(#N)C. The product is [CH2:19]([S:26][C:2]1[N:6]([CH3:7])[N:5]=[C:4]([C:8]([F:14])([F:13])[C:9]([F:12])([F:11])[F:10])[C:3]=1[C:15]([F:18])([F:17])[F:16])[C:20]1[CH:25]=[CH:24][CH:23]=[CH:22][CH:21]=1. The yield is 0.780. (8) The reactants are [C:6](O[C:6](=[O:9])[CH2:7][CH3:8])(=[O:9])[CH2:7][CH3:8].[NH2:10][C:11]1[N:16]=[CH:15][C:14](/[CH:17]=[CH:18]/[C:19]([N:21]([CH3:33])[CH2:22][C:23]2[N:24]([CH3:32])[C:25]3[C:30]([CH:31]=2)=[CH:29][CH:28]=[CH:27][CH:26]=3)=[O:20])=[CH:13][CH:12]=1.C(=O)(O)[O-].[Na+]. The catalyst is C1COCC1. The product is [CH3:33][N:21]([CH2:22][C:23]1[N:24]([CH3:32])[C:25]2[C:30]([CH:31]=1)=[CH:29][CH:28]=[CH:27][CH:26]=2)[C:19](=[O:20])/[CH:18]=[CH:17]/[C:14]1[CH:15]=[N:16][C:11]([NH:10][C:6](=[O:9])[CH2:7][CH3:8])=[CH:12][CH:13]=1. The yield is 0.530.